This data is from Forward reaction prediction with 1.9M reactions from USPTO patents (1976-2016). The task is: Predict the product of the given reaction. (1) Given the reactants [F:1][C:2]1[CH:3]=[C:4]2[C:8](=[CH:9][CH:10]=1)[N:7]([C:11]1[CH:16]=[CH:15][CH:14]=[C:13]([C:17]#[C:18][C@:19]3([OH:26])[CH2:23][CH2:22][N:21]([CH3:24])[C:20]3=[O:25])[CH:12]=1)[N:6]=[C:5]2[C:27]([O:29]C)=O.[NH3:31], predict the reaction product. The product is: [F:1][C:2]1[CH:3]=[C:4]2[C:8](=[CH:9][CH:10]=1)[N:7]([C:11]1[CH:16]=[CH:15][CH:14]=[C:13]([C:17]#[C:18][C@:19]3([OH:26])[CH2:23][CH2:22][N:21]([CH3:24])[C:20]3=[O:25])[CH:12]=1)[N:6]=[C:5]2[C:27]([NH2:31])=[O:29]. (2) Given the reactants [CH:1]1[C:6]([C:7]2[C:16](=O)[C:15]3[CH:14]=[CH:13][C:12]([OH:18])=[CH:11][C:10]=3[O:9][CH:8]=2)=[CH:5][CH:4]=[C:3]([OH:19])[CH:2]=1, predict the reaction product. The product is: [CH:5]1[C:6]([C@H:7]2[CH2:8][O:9][C:10]3[CH:11]=[C:12]([OH:18])[CH:13]=[CH:14][C:15]=3[CH2:16]2)=[CH:1][CH:2]=[C:3]([OH:19])[CH:4]=1. (3) Given the reactants [CH:1]1([NH:4][C:5](=[O:51])[NH:6][C:7]2[CH:49]=[CH:48][C:10]([O:11][C:12]3[CH:17]=[CH:16][N:15]=[C:14]4[CH:18]=[C:19]([C:21]5[N:26]=[CH:25][C:24]([CH2:27][N:28]([CH2:44][CH2:45][O:46][CH3:47])[C:29](=[O:43])[C@@H:30]([NH:35]C(=O)OC(C)(C)C)[C:31]([CH3:34])([CH3:33])[CH3:32])=[CH:23][CH:22]=5)[S:20][C:13]=34)=[C:9]([F:50])[CH:8]=2)[CH2:3][CH2:2]1.C(O)(C(F)(F)F)=O.O, predict the reaction product. The product is: [NH2:35][C@@H:30]([C:31]([CH3:34])([CH3:33])[CH3:32])[C:29]([N:28]([CH2:27][C:24]1[CH:25]=[N:26][C:21]([C:19]2[S:20][C:13]3[C:14](=[N:15][CH:16]=[CH:17][C:12]=3[O:11][C:10]3[CH:48]=[CH:49][C:7]([NH:6][C:5]([NH:4][CH:1]4[CH2:2][CH2:3]4)=[O:51])=[CH:8][C:9]=3[F:50])[CH:18]=2)=[CH:22][CH:23]=1)[CH2:44][CH2:45][O:46][CH3:47])=[O:43]. (4) Given the reactants [N+:1]([C:4]1[CH:9]=[CH:8][C:7]([NH:10][C:11]2[CH:16]=[CH:15][CH:14]=[CH:13][N:12]=2)=[CH:6][CH:5]=1)([O-])=O, predict the reaction product. The product is: [N:12]1[CH:13]=[CH:14][CH:15]=[CH:16][C:11]=1[NH:10][C:7]1[CH:8]=[CH:9][C:4]([NH2:1])=[CH:5][CH:6]=1. (5) Given the reactants [CH:1]([C:3]1[N:4]=[C:5]2[C:10]([N:11]3[CH2:16][CH2:15][O:14][CH2:13][CH2:12]3)=[CH:9][CH:8]=[N:7][N:6]2[C:17]=1[C:18]1[CH:30]=[CH:29][C:21]([C:22]([O:24][C:25]([CH3:28])([CH3:27])[CH3:26])=[O:23])=[CH:20][CH:19]=1)=O.[CH3:31][O:32][C:33]1[C:34]([CH3:43])=[N:35][C:36]2[C:41]([CH:42]=1)=[CH:40][CH:39]=[CH:38][CH:37]=2.C[Si](Cl)(C)C.CCOC(C)=O, predict the reaction product. The product is: [CH3:31][O:32][C:33]1[C:34](/[CH:43]=[CH:1]/[C:3]2[N:4]=[C:5]3[C:10]([N:11]4[CH2:16][CH2:15][O:14][CH2:13][CH2:12]4)=[CH:9][CH:8]=[N:7][N:6]3[C:17]=2[C:18]2[CH:30]=[CH:29][C:21]([C:22]([O:24][C:25]([CH3:26])([CH3:28])[CH3:27])=[O:23])=[CH:20][CH:19]=2)=[N:35][C:36]2[C:41]([CH:42]=1)=[CH:40][CH:39]=[CH:38][CH:37]=2. (6) Given the reactants [Br:1][C:2]1[CH:3]=[C:4]2[C:8](=[CH:9][CH:10]=1)[C:7](=[O:11])[CH2:6][CH2:5]2.[BH4-].[Na+].Cl, predict the reaction product. The product is: [Br:1][C:2]1[CH:3]=[C:4]2[C:8](=[CH:9][CH:10]=1)[CH:7]([OH:11])[CH2:6][CH2:5]2. (7) Given the reactants [C:1]([NH:6][C@H:7]([C:10]([OH:12])=[O:11])[CH2:8][SH:9])(=[O:5])[CH:2]([CH3:4])[CH3:3].[C:13]1([C:19]([C:27]2[CH:32]=[CH:31][CH:30]=[CH:29][CH:28]=2)([C:21]2[CH:26]=[CH:25][CH:24]=[CH:23][CH:22]=2)O)[CH:18]=[CH:17][CH:16]=[CH:15][CH:14]=1.B(F)(F)F.C([O-])(=O)C.[Na+], predict the reaction product. The product is: [C:1]([NH:6][C@H:7]([C:10]([OH:12])=[O:11])[CH2:8][S:9][C:19]([C:13]1[CH:18]=[CH:17][CH:16]=[CH:15][CH:14]=1)([C:27]1[CH:28]=[CH:29][CH:30]=[CH:31][CH:32]=1)[C:21]1[CH:22]=[CH:23][CH:24]=[CH:25][CH:26]=1)(=[O:5])[CH:2]([CH3:4])[CH3:3]. (8) Given the reactants [O:1]=[C:2]1[N:7]2[CH:8]=[C:9]([C:12]3[CH2:17][CH2:16][N:15]([C:18]([O:20][C:21]([CH3:24])([CH3:23])[CH3:22])=[O:19])[CH2:14][CH:13]=3)[N:10]=[CH:11][C:6]2=[N:5][C:4](OS(C(F)(F)F)(=O)=O)=[CH:3]1.[CH3:33][O:34][C:35]1[CH:36]=[C:37](B(O)O)[CH:38]=[CH:39][C:40]=1[O:41][CH3:42].[O-]P([O-])([O-])=O.[K+].[K+].[K+], predict the reaction product. The product is: [CH3:33][O:34][C:35]1[CH:36]=[C:37]([C:4]2[N:5]=[C:6]3[CH:11]=[N:10][C:9]([C:12]4[CH2:17][CH2:16][N:15]([C:18]([O:20][C:21]([CH3:22])([CH3:24])[CH3:23])=[O:19])[CH2:14][CH:13]=4)=[CH:8][N:7]3[C:2](=[O:1])[CH:3]=2)[CH:38]=[CH:39][C:40]=1[O:41][CH3:42]. (9) The product is: [CH:2]1([CH2:5][O:6][C:7]2[CH:12]=[C:11]([F:13])[C:10]([O:14][CH3:15])=[CH:9][C:8]=2[C:16]2[C:17]3[NH:24][C:23]([CH3:25])=[C:22]([C:26]([NH:28][C@@H:29]4[C@@H:34]([OH:35])[CH2:33][CH2:32][N:31]([C:36](=[O:39])[CH2:37][CH3:38])[CH2:30]4)=[O:27])[C:18]=3[N:19]=[CH:20][N:21]=2)[CH2:4][CH2:3]1. Given the reactants Cl.[CH:2]1([CH2:5][O:6][C:7]2[CH:12]=[C:11]([F:13])[C:10]([O:14][CH3:15])=[CH:9][C:8]=2[C:16]2[C:17]3[NH:24][C:23]([CH3:25])=[C:22]([C:26]([NH:28][C@@H:29]4[C@@H:34]([OH:35])[CH2:33][CH2:32][NH:31][CH2:30]4)=[O:27])[C:18]=3[N:19]=[CH:20][N:21]=2)[CH2:4][CH2:3]1.[C:36](Cl)(=[O:39])[CH2:37][CH3:38], predict the reaction product.